Dataset: Forward reaction prediction with 1.9M reactions from USPTO patents (1976-2016). Task: Predict the product of the given reaction. (1) Given the reactants [OH:1][CH2:2][C:3]([CH3:9])([CH3:8])[C:4]([O:6][CH3:7])=[O:5].[H-].[Na+].[H][H].[CH2:14](Br)[C:15]1[CH:20]=[CH:19][CH:18]=[CH:17][CH:16]=1, predict the reaction product. The product is: [CH3:8][C:3]([CH3:9])([CH2:2][O:1][CH2:14][C:15]1[CH:20]=[CH:19][CH:18]=[CH:17][CH:16]=1)[C:4]([O:6][CH3:7])=[O:5]. (2) Given the reactants [NH2:1][C:2]1[CH:3]=[CH:4][C:5]([CH3:17])=[C:6](B2OC(C)(C)C(C)(C)O2)[CH:7]=1.Cl[C:19]1[N:20]=[CH:21][C:22]2[C:27]([CH:28]=1)=[CH:26][CH:25]=[CH:24][CH:23]=2.C1(C)C=CC=CC=1.C([O-])([O-])=O.[Na+].[Na+], predict the reaction product. The product is: [CH:21]1[C:22]2[C:27](=[CH:26][CH:25]=[CH:24][CH:23]=2)[CH:28]=[C:19]([C:6]2[CH:7]=[C:2]([CH:3]=[CH:4][C:5]=2[CH3:17])[NH2:1])[N:20]=1. (3) Given the reactants I[C:2]1[CH:7]=[CH:6][N:5]([CH3:8])[C:4](=[O:9])[CH:3]=1.[CH3:10][C:11]1([CH3:27])[C:15]([CH3:17])([CH3:16])[O:14][B:13]([B:13]2[O:14][C:15]([CH3:17])([CH3:16])[C:11]([CH3:27])([CH3:10])[O:12]2)[O:12]1.C([O-])(=O)C.[K+], predict the reaction product. The product is: [CH3:8][N:5]1[CH:6]=[CH:7][C:2]([B:13]2[O:14][C:15]([CH3:17])([CH3:16])[C:11]([CH3:27])([CH3:10])[O:12]2)=[CH:3][C:4]1=[O:9]. (4) Given the reactants [CH2:1]([O:3][C:4]([C:6]1[CH:10]=[C:9]([C:11]([O:13]CC)=[O:12])[N:8]([CH2:16][C:17](=[O:26])[NH:18][C:19]2[CH:24]=[CH:23][C:22]([Cl:25])=[CH:21][N:20]=2)[N:7]=1)=[O:5])[CH3:2].Cl, predict the reaction product. The product is: [CH2:1]([O:3][C:4]([C:6]1[CH:10]=[C:9]([C:11]([OH:13])=[O:12])[N:8]([CH2:16][C:17](=[O:26])[NH:18][C:19]2[CH:24]=[CH:23][C:22]([Cl:25])=[CH:21][N:20]=2)[N:7]=1)=[O:5])[CH3:2]. (5) Given the reactants [OH:1][C:2]1[CH:7]=[CH:6][C:5]([CH2:8][CH2:9][C:10]([O:12][CH2:13][CH3:14])=[O:11])=[CH:4][C:3]=1[O:15][CH2:16][CH3:17].[CH2:18](Br)[C:19]#[CH:20].C(=O)([O-])[O-].[K+].[K+].C(#N)C, predict the reaction product. The product is: [CH2:16]([O:15][C:3]1[CH:4]=[C:5]([CH2:8][CH2:9][C:10]([O:12][CH2:13][CH3:14])=[O:11])[CH:6]=[CH:7][C:2]=1[O:1][CH2:20][C:19]#[CH:18])[CH3:17]. (6) Given the reactants [CH2:1]([N:8]1[C:13](=[O:14])[C:12]2=[CH:15][CH:16]=[C:17]([Cl:18])[N:11]2[N:10]=[C:9]1[CH:19]=CN(C)C)[C:2]1[CH:7]=[CH:6][CH:5]=[CH:4][CH:3]=1.I([O-])(=O)(=O)=[O:25].[Na+], predict the reaction product. The product is: [CH2:1]([N:8]1[C:13](=[O:14])[C:12]2=[CH:15][CH:16]=[C:17]([Cl:18])[N:11]2[N:10]=[C:9]1[CH:19]=[O:25])[C:2]1[CH:7]=[CH:6][CH:5]=[CH:4][CH:3]=1. (7) Given the reactants Br[C:2]1[CH2:6][CH:5]([CH2:7][CH2:8][CH2:9][CH2:10][N:11]2[C:16]3=[N:17][C:18]([C:28]4[CH:33]=[CH:32][C:31]([CH3:34])=[CH:30][CH:29]=4)=[C:19]([C:21]4[CH:26]=[CH:25][C:24]([CH3:27])=[CH:23][CH:22]=4)[N:20]=[C:15]3[CH2:14][CH2:13][CH2:12]2)[O:4][N:3]=1.[CH3:35][O-:36].[Na+], predict the reaction product. The product is: [C:24]1([CH3:27])[CH:25]=[CH:26][C:21]([C:19]2[N:20]=[C:15]3[CH2:14][CH2:13][CH2:12][N:11]([CH2:10][CH2:9][CH2:8][CH2:7][CH:5]4[O:4][N:3]=[C:2]([O:36][CH3:35])[CH2:6]4)[C:16]3=[N:17][C:18]=2[C:28]2[CH:33]=[CH:32][C:31]([CH3:34])=[CH:30][CH:29]=2)=[CH:22][CH:23]=1. (8) The product is: [NH2:9][C@H:8]1[C@H:2]([F:1])[CH2:3][O:4][C@H:5]([C:17]2[N:21]([CH3:22])[N:20]=[CH:19][C:18]=2[NH:23][C:39]([C:37]2[N:38]=[C:34]([C:29]3[CH:30]=[CH:31][CH:32]=[CH:33][C:28]=3[CH:27]([F:42])[F:26])[S:35][CH:36]=2)=[O:40])[CH2:6][CH2:7]1. Given the reactants [F:1][C@H:2]1[C@H:8]([NH:9]C(=O)OC(C)(C)C)[CH2:7][CH2:6][C@@H:5]([C:17]2[N:21]([CH3:22])[N:20]=[CH:19][C:18]=2[N+:23]([O-])=O)[O:4][CH2:3]1.[F:26][CH:27]([F:42])[C:28]1[CH:33]=[CH:32][CH:31]=[CH:30][C:29]=1[C:34]1[S:35][CH:36]=[C:37]([C:39](O)=[O:40])[N:38]=1, predict the reaction product.